From a dataset of Peptide-MHC class II binding affinity with 134,281 pairs from IEDB. Regression. Given a peptide amino acid sequence and an MHC pseudo amino acid sequence, predict their binding affinity value. This is MHC class II binding data. (1) The binding affinity (normalized) is 0.475. The peptide sequence is ELYKYKVVKIEPLGV. The MHC is DRB3_0202 with pseudo-sequence DRB3_0202. (2) The MHC is DRB5_0101 with pseudo-sequence DRB5_0101. The binding affinity (normalized) is 0.348. The peptide sequence is SSDDQVSLIKIPCLS. (3) The peptide sequence is QLIYPLISPSFLVYS. The MHC is HLA-DQA10102-DQB10602 with pseudo-sequence HLA-DQA10102-DQB10602. The binding affinity (normalized) is 0.397. (4) The peptide sequence is GKKKYKLKHIVWASREL. The MHC is DRB1_0802 with pseudo-sequence DRB1_0802. The binding affinity (normalized) is 0.757. (5) The MHC is HLA-DQA10501-DQB10301 with pseudo-sequence HLA-DQA10501-DQB10301. The peptide sequence is YARFQSQTTLKQKT. The binding affinity (normalized) is 0. (6) The peptide sequence is EKKYFAATQFEPYAA. The MHC is HLA-DPA10201-DPB10501 with pseudo-sequence HLA-DPA10201-DPB10501. The binding affinity (normalized) is 0.832. (7) The peptide sequence is VPPVVRWLNEQRYYGGGY. The MHC is DRB1_0401 with pseudo-sequence DRB1_0401. The binding affinity (normalized) is 0.